This data is from Forward reaction prediction with 1.9M reactions from USPTO patents (1976-2016). The task is: Predict the product of the given reaction. (1) Given the reactants FC1C(CSC)=C2C(C=CN2)=CC=1.[F:14][C:15]([F:25])([F:24])C1C=CC(C=O)=CC=1.Cl[C:27]1[CH:32]=[CH:31][C:30]([CH:33]([C:44]2[C:52]3[C:47](=[C:48]([CH2:54][S:55][CH3:56])[C:49]([F:53])=[CH:50][CH:51]=3)[NH:46][CH:45]=2)[CH:34]2[C:39](=[O:40])[O:38][C:37]([CH3:42])([CH3:41])[O:36][C:35]2=[O:43])=[CH:29][CH:28]=1, predict the reaction product. The product is: [CH3:41][C:37]1([CH3:42])[O:38][C:39](=[O:40])[CH:34]([CH:33]([C:44]2[C:52]3[C:47](=[C:48]([CH2:54][S:55][CH3:56])[C:49]([F:53])=[CH:50][CH:51]=3)[NH:46][CH:45]=2)[C:30]2[CH:31]=[CH:32][C:27]([C:15]([F:25])([F:24])[F:14])=[CH:28][CH:29]=2)[C:35](=[O:43])[O:36]1. (2) Given the reactants C([O:3][C:4](=[O:30])[CH2:5][C:6]1[C:7]([CH3:29])=[C:8]([S:16][C:17]2[CH:22]=[CH:21][C:20]([NH:23][S:24]([CH2:27][CH3:28])(=[O:26])=[O:25])=[CH:19][CH:18]=2)[N:9]2[C:14]=1[CH:13]=[CH:12][C:11]([F:15])=[CH:10]2)C.[OH-].[Na+], predict the reaction product. The product is: [CH2:27]([S:24]([NH:23][C:20]1[CH:19]=[CH:18][C:17]([S:16][C:8]2[N:9]3[C:14]([CH:13]=[CH:12][C:11]([F:15])=[CH:10]3)=[C:6]([CH2:5][C:4]([OH:30])=[O:3])[C:7]=2[CH3:29])=[CH:22][CH:21]=1)(=[O:25])=[O:26])[CH3:28]. (3) The product is: [CH3:17][C:18]1[CH:19]=[C:20]2[C:24](=[CH:25][CH:26]=1)[NH:23][C:22](=[O:27])[C:21]2=[CH:1][C:3]1[NH:4][C:5]2[CH2:6][CH2:7][CH2:8][CH2:9][C:10]=2[C:11]=1[CH2:12][CH2:13][C:14]([OH:16])=[O:15]. Given the reactants [CH:1]([C:3]1[NH:4][C:5]2[CH2:6][CH2:7][CH2:8][CH2:9][C:10]=2[C:11]=1[CH2:12][CH2:13][C:14]([OH:16])=[O:15])=O.[CH3:17][C:18]1[CH:19]=[C:20]2[C:24](=[CH:25][CH:26]=1)[NH:23][C:22](=[O:27])[CH2:21]2.N1CCCCC1.C(O)(=O)C, predict the reaction product.